This data is from Reaction yield outcomes from USPTO patents with 853,638 reactions. The task is: Predict the reaction yield, written as a fraction of the theoretical maximum amount of product (1.0 means a 100% yield; for example, 0.34 means a 34% yield). The reactants are [F:1][C:2]1[CH:3]=[C:4]([S:8](F)(=[O:10])=[O:9])[CH:5]=[CH:6][CH:7]=1.[F:12][C:13]([Si](C)(C)C)([F:15])[F:14].O. The catalyst is C1COCC1. The product is [F:1][C:2]1[CH:7]=[CH:6][CH:5]=[C:4]([S:8]([C:13]([F:15])([F:14])[F:12])(=[O:10])=[O:9])[CH:3]=1. The yield is 0.620.